Dataset: Forward reaction prediction with 1.9M reactions from USPTO patents (1976-2016). Task: Predict the product of the given reaction. Given the reactants Cl.[C:2](=[NH:7])(OCC)[CH3:3].[NH:8]([C:10]([O:12][C:13]([CH3:16])([CH3:15])[CH3:14])=[O:11])[NH2:9].Br.Br[CH2:19][C:20]([C:22]1[CH:23]=[N:24][CH:25]=[CH:26][CH:27]=1)=O, predict the reaction product. The product is: [CH3:3][C:2]1[N:9]([NH:8][C:10](=[O:11])[O:12][C:13]([CH3:16])([CH3:15])[CH3:14])[CH:19]=[C:20]([C:22]2[CH:23]=[N:24][CH:25]=[CH:26][CH:27]=2)[N:7]=1.